From a dataset of Full USPTO retrosynthesis dataset with 1.9M reactions from patents (1976-2016). Predict the reactants needed to synthesize the given product. (1) Given the product [CH3:20][N:19]([CH3:21])[C:16]([CH:13]1[CH2:12][CH2:11][N:10]([C:7]2[CH:6]=[CH:5][C:4]([N+:1]([O-:3])=[O:2])=[CH:9][CH:8]=2)[CH2:15][CH2:14]1)=[O:18], predict the reactants needed to synthesize it. The reactants are: [N+:1]([C:4]1[CH:9]=[CH:8][C:7]([N:10]2[CH2:15][CH2:14][CH:13]([C:16]([OH:18])=O)[CH2:12][CH2:11]2)=[CH:6][CH:5]=1)([O-:3])=[O:2].[NH:19]([CH3:21])[CH3:20].CN(C(ON1N=NC2C=CC=NC1=2)=[N+](C)C)C.F[P-](F)(F)(F)(F)F.CCN(C(C)C)C(C)C. (2) Given the product [Cl:22][C:3]1[C:2]([C:24]#[N:25])=[N:21][C:6]2[N:7]=[C:8]([N:14]3[CH2:19][CH2:18][N:17]([CH3:20])[CH2:16][CH2:15]3)[C:9]3[N:10]([CH:11]=[N:12][N:13]=3)[C:5]=2[CH:4]=1, predict the reactants needed to synthesize it. The reactants are: Cl[C:2]1[C:3]([Cl:22])=[CH:4][C:5]2[N:10]3[CH:11]=[N:12][N:13]=[C:9]3[C:8]([N:14]3[CH2:19][CH2:18][N:17]([CH3:20])[CH2:16][CH2:15]3)=[N:7][C:6]=2[N:21]=1.O.[CH3:24][N:25](C=O)C. (3) Given the product [CH2:4]([C:7]1[C:15]2[O:14][N:13]=[C:12]([C:16]([F:18])([F:17])[F:19])[C:11]=2[CH:10]=[CH:9][C:8]=1[O:20][CH2:21][CH2:22][CH2:23][C:24]([N:39]1[CH2:44][CH2:43][CH2:42][CH2:41][CH2:40]1)=[O:26])[CH2:5][CH3:6], predict the reactants needed to synthesize it. The reactants are: C(Cl)Cl.[CH2:4]([C:7]1[C:15]2[O:14][N:13]=[C:12]([C:16]([F:19])([F:18])[F:17])[C:11]=2[CH:10]=[CH:9][C:8]=1[O:20][CH2:21][CH2:22][CH2:23][C:24]([OH:26])=O)[CH2:5][CH3:6].C1N=CN(C(N2C=NC=C2)=O)C=1.[NH:39]1[CH2:44][CH2:43][CH2:42][CH2:41][CH2:40]1. (4) Given the product [CH:5]([C:4]1[CH:3]=[C:2]([CH:9]=[CH:8][CH:7]=1)[O:1][CH2:11][C:12]([O:14][C:15]([CH3:18])([CH3:17])[CH3:16])=[O:13])=[O:6], predict the reactants needed to synthesize it. The reactants are: [OH:1][C:2]1[CH:3]=[C:4]([CH:7]=[CH:8][CH:9]=1)[CH:5]=[O:6].Br[CH2:11][C:12]([O:14][C:15]([CH3:18])([CH3:17])[CH3:16])=[O:13].C(=O)([O-])[O-].[K+].[K+]. (5) Given the product [Br:1][C:2]1[CH:7]=[C:6]2[N:8]([C:17]3[N:25]=[C:24]([NH:29][CH3:28])[N:23]=[C:22]4[C:18]=3[N:19]=[CH:20][NH:21]4)[CH2:9][C:10]3([CH2:15][CH2:14][O:13][CH2:12][CH2:11]3)[C:5]2=[CH:4][CH:3]=1, predict the reactants needed to synthesize it. The reactants are: [Br:1][C:2]1[CH:7]=[C:6]2[NH:8][CH2:9][C:10]3([CH2:15][CH2:14][O:13][CH2:12][CH2:11]3)[C:5]2=[CH:4][CH:3]=1.Cl[C:17]1[N:25]=[C:24](F)[N:23]=[C:22]2[C:18]=1[N:19]=[CH:20][NH:21]2.C[CH2:28][N:29](C(C)C)C(C)C.CN. (6) Given the product [CH3:1][O:2][C@H:3]1[CH2:8][CH2:7][CH2:6][C@H:5]([O:9][C:10]2[C:15]([NH:16][C:17]3[C:18]4[C:25]([CH3:26])=[C:24]([C:27]([NH2:32])=[O:28])[S:23][C:19]=4[N:20]=[CH:21][N:22]=3)=[CH:14][CH:13]=[CH:12][N:11]=2)[CH2:4]1, predict the reactants needed to synthesize it. The reactants are: [CH3:1][O:2][C@H:3]1[CH2:8][CH2:7][CH2:6][C@H:5]([O:9][C:10]2[C:15]([NH:16][C:17]3[C:18]4[C:25]([CH3:26])=[C:24]([C:27](O)=[O:28])[S:23][C:19]=4[N:20]=[CH:21][N:22]=3)=[CH:14][CH:13]=[CH:12][N:11]=2)[CH2:4]1.N.C[N:32](C(ON1N=NC2C=CC=CC1=2)=[N+](C)C)C.[B-](F)(F)(F)F.